Regression. Given a peptide amino acid sequence and an MHC pseudo amino acid sequence, predict their binding affinity value. This is MHC class I binding data. From a dataset of Peptide-MHC class I binding affinity with 185,985 pairs from IEDB/IMGT. (1) The peptide sequence is PLQEGSHLEVQ. The MHC is HLA-B27:05 with pseudo-sequence HLA-B27:05. The binding affinity (normalized) is 0. (2) The peptide sequence is RLTEDDFGL. The MHC is HLA-A02:01 with pseudo-sequence HLA-A02:01. The binding affinity (normalized) is 0.598. (3) The peptide sequence is PLRPMTYR. The MHC is HLA-B40:01 with pseudo-sequence HLA-B40:01. The binding affinity (normalized) is 0. (4) The peptide sequence is KAAFDLSHFL. The MHC is HLA-B27:05 with pseudo-sequence HLA-B27:05. The binding affinity (normalized) is 0.